From a dataset of Reaction yield outcomes from USPTO patents with 853,638 reactions. Predict the reaction yield, written as a fraction of the theoretical maximum amount of product (1.0 means a 100% yield; for example, 0.34 means a 34% yield). (1) The reactants are [F:1][C:2]1[CH:7]=[CH:6][C:5]([F:8])=[CH:4][C:3]=1[C@H:9]1[CH2:13][CH2:12][CH2:11][N:10]1[C:14]1[CH:19]=[CH:18][N:17]2[N:20]=[CH:21][C:22](/[CH:23]=[CH:24]/[C:25]([N:27]3[CH2:32][CH2:31][NH:30][CH2:29][CH2:28]3)=[O:26])=[C:16]2[N:15]=1.[CH:33](=O)[CH3:34].[Na].C(O)(=O)C.[OH-].[Na+]. The catalyst is CO. The product is [F:1][C:2]1[CH:7]=[CH:6][C:5]([F:8])=[CH:4][C:3]=1[C@H:9]1[CH2:13][CH2:12][CH2:11][N:10]1[C:14]1[CH:19]=[CH:18][N:17]2[N:20]=[CH:21][C:22](/[CH:23]=[CH:24]/[C:25]([N:27]3[CH2:28][CH2:29][N:30]([CH2:33][CH3:34])[CH2:31][CH2:32]3)=[O:26])=[C:16]2[N:15]=1. The yield is 0.630. (2) The reactants are [CH3:1][C:2]1([CH3:18])[CH2:11][C:6]2(OCC[O:7]2)[C:5]([C:12]2[N:16]([CH3:17])[N:15]=[CH:14][CH:13]=2)=[CH:4][CH2:3]1.Cl. The catalyst is C1COCC1. The product is [CH3:1][C:2]1([CH3:18])[CH2:11][C:6](=[O:7])[C:5]([C:12]2[N:16]([CH3:17])[N:15]=[CH:14][CH:13]=2)=[CH:4][CH2:3]1. The yield is 0.930.